This data is from Forward reaction prediction with 1.9M reactions from USPTO patents (1976-2016). The task is: Predict the product of the given reaction. (1) The product is: [CH3:27][O:26][C:5]1[CH:6]=[CH:7][C:8]([S:12]([NH:15][C:16]2[CH:21]=[CH:20][C:19]([C:22]([F:23])([F:24])[F:25])=[CH:18][CH:17]=2)(=[O:13])=[O:14])=[C:9]2[C:4]=1[CH2:3][C@@H:2]([NH:1][C:29](=[O:30])[O:31][CH2:32][CH3:33])[CH2:11][CH2:10]2. Given the reactants [NH2:1][C@H:2]1[CH2:11][CH2:10][C:9]2[C:8]([S:12]([NH:15][C:16]3[CH:21]=[CH:20][C:19]([C:22]([F:25])([F:24])[F:23])=[CH:18][CH:17]=3)(=[O:14])=[O:13])=[CH:7][CH:6]=[C:5]([O:26][CH3:27])[C:4]=2[CH2:3]1.Cl[C:29]([O:31][CH2:32][CH3:33])=[O:30].N1C=CC=CC=1, predict the reaction product. (2) Given the reactants [CH3:1][C:2]1[N:3]=[C:4]([CH:7]([OH:12])[CH2:8][N+:9]([O-])=O)[S:5][CH:6]=1, predict the reaction product. The product is: [NH2:9][CH2:8][CH:7]([C:4]1[S:5][CH:6]=[C:2]([CH3:1])[N:3]=1)[OH:12]. (3) Given the reactants C(OC(=O)[NH:7][C:8]1[S:9][C:10]([C:14](=[O:18])[N:15]([CH3:17])[CH3:16])=[C:11]([CH3:13])[N:12]=1)(C)(C)C.[ClH:20], predict the reaction product. The product is: [ClH:20].[CH3:16][N:15]([CH3:17])[C:14]([C:10]1[S:9][C:8]([NH2:7])=[N:12][C:11]=1[CH3:13])=[O:18]. (4) Given the reactants [C:1]([N:4]1[C:13]2[C:8](=[CH:9][C:10]([C:14](O)=[O:15])=[CH:11][CH:12]=2)[C@H:7]([NH:17][C:18]2[CH:23]=[CH:22][CH:21]=[C:20]([CH3:24])[N:19]=2)[C@@H:6]([CH3:25])[C@@H:5]1[CH:26]1[CH2:28][CH2:27]1)(=[O:3])[CH3:2].CN(C([O:36]N1N=NC2C=CC=NC1=2)=[N+](C)C)C.F[P-](F)(F)(F)(F)F.[NH:53]1[CH2:57][CH2:56][CH2:55][CH2:54]1.CCN(C(C)C)C(C)C, predict the reaction product. The product is: [CH:26]1([C@H:5]2[C@H:6]([CH3:25])[C@@H:7]([NH:17][C:18]3[CH:23]=[CH:22][CH:21]=[C:20]([CH3:24])[N:19]=3)[C:8]3[C:13](=[CH:12][CH:11]=[C:10]([C:14]([N:53]4[CH2:57][CH2:56][O:36][CH2:55][CH2:54]4)=[O:15])[CH:9]=3)[N:4]2[C:1](=[O:3])[CH3:2])[CH2:28][CH2:27]1. (5) Given the reactants [OH:1][CH2:2][C@H:3]1[CH2:8][CH2:7][CH2:6][CH2:5][NH:4]1.S(C1C=CC(C)=CC=1)(O[CH2:13][CH2:14][C:15]1[CH:20]=[CH:19][C:18]([Cl:21])=[CH:17][CH:16]=1)(=O)=O.C(=O)([O-])[O-].[Na+].[Na+].[I-].[Na+], predict the reaction product. The product is: [Cl:21][C:18]1[CH:19]=[CH:20][C:15]([CH2:14][CH2:13][N:4]2[CH2:5][CH2:6][CH2:7][CH2:8][C@@H:3]2[CH2:2][OH:1])=[CH:16][CH:17]=1. (6) Given the reactants [Cl:1][C:2]1[S:9][C:8]2[CH:7]=[C:6]([C:10](=[O:26])[NH:11][CH2:12][CH2:13][C:14]3[CH:19]=[CH:18][CH:17]=[CH:16][C:15]=3[O:20][CH2:21][C:22]([O:24]C)=[O:23])[NH:5][C:4]=2[C:3]=1[Cl:27].CO.[OH-].[Li+].O, predict the reaction product. The product is: [C:22]([CH2:21][O:20][C:15]1[CH:16]=[CH:17][CH:18]=[CH:19][C:14]=1[CH2:13][CH2:12][NH:11][C:10]([C:6]1[NH:5][C:4]2[C:3]([Cl:27])=[C:2]([Cl:1])[S:9][C:8]=2[CH:7]=1)=[O:26])([OH:24])=[O:23]. (7) Given the reactants [Br:1][C:2]1[CH:3]=[C:4]2[C:10]([I:11])=[CH:9][NH:8][C:5]2=[N:6][CH:7]=1.[H-].[Na+].[C:14]1([S:20](Cl)(=[O:22])=[O:21])[CH:19]=[CH:18][CH:17]=[CH:16][CH:15]=1.O, predict the reaction product. The product is: [C:14]1([S:20]([N:8]2[C:5]3=[N:6][CH:7]=[C:2]([Br:1])[CH:3]=[C:4]3[C:10]([I:11])=[CH:9]2)(=[O:22])=[O:21])[CH:19]=[CH:18][CH:17]=[CH:16][CH:15]=1. (8) Given the reactants C1COCC1.C([Li])CCC.[CH3:11][C:12]#[N:13].C([O:16][C:17]([C:19]1[S:20][CH:21]=[CH:22][CH:23]=1)=O)C, predict the reaction product. The product is: [O:16]=[C:17]([C:19]1[S:20][CH:21]=[CH:22][CH:23]=1)[CH2:11][C:12]#[N:13]. (9) Given the reactants [CH2:1]([O:3][C:4](=[O:12])[C:5]1[CH:10]=[CH:9][CH:8]=[N:7][C:6]=1Cl)[CH3:2].[C:13]1([C:19]2[O:20][CH:21]=[C:22](B3OC(C)(C)C(C)(C)O3)[N:23]=2)[CH:18]=[CH:17][CH:16]=[CH:15][CH:14]=1.C([O-])([O-])=O.[K+].[K+].O, predict the reaction product. The product is: [C:13]1([C:19]2[O:20][CH:21]=[C:22]([C:6]3[N:7]=[CH:8][CH:9]=[CH:10][C:5]=3[C:4]([O:3][CH2:1][CH3:2])=[O:12])[N:23]=2)[CH:14]=[CH:15][CH:16]=[CH:17][CH:18]=1. (10) The product is: [Cl:2][C:11]1[C:6]([Cl:5])=[C:7]([CH:8]=[C:9]([C:13]2[CH:14]=[N:15][N:16]([CH3:18])[CH:17]=2)[N:10]=1)[C:19]([O:21][CH:22]([CH3:24])[CH3:23])=[O:20]. Given the reactants O(Cl)[Cl:2].[P+5].[Cl:5][C:6]1[C:7]([C:19]([O:21][CH:22]([CH3:24])[CH3:23])=[O:20])=[CH:8][C:9]([C:13]2[CH:14]=[N:15][N:16]([CH3:18])[CH:17]=2)=[N+:10]([O-])[CH:11]=1.C(=O)([O-])[O-].[Na+].[Na+], predict the reaction product.